This data is from Full USPTO retrosynthesis dataset with 1.9M reactions from patents (1976-2016). The task is: Predict the reactants needed to synthesize the given product. (1) Given the product [CH3:24][O:23][C:21]([C:16]1[CH:17]=[CH:18][CH:19]=[CH:20][C:15]=1[NH:14][C:10]1[CH:9]=[C:8]2[C:13]([C:5]([C:3]([OH:4])=[O:2])=[N:6][N:7]2[CH:25]2[CH2:30][CH2:29][CH2:28][CH2:27][O:26]2)=[CH:12][CH:11]=1)=[O:22], predict the reactants needed to synthesize it. The reactants are: C[O:2][C:3]([C:5]1[C:13]2[C:8](=[CH:9][C:10]([NH:14][C:15]3[CH:20]=[CH:19][CH:18]=[CH:17][C:16]=3[C:21]([O:23][CH3:24])=[O:22])=[CH:11][CH:12]=2)[N:7]([CH:25]2[CH2:30][CH2:29][CH2:28][CH2:27][O:26]2)[N:6]=1)=[O:4].[OH-].[Na+].Cl. (2) The reactants are: [C:1]([C:3]1[C@@H:8]([C:9]2[CH:14]=[CH:13][C:12]([C:15]#[N:16])=[CH:11][C:10]=2[S:17]([CH3:20])(=[O:19])=[O:18])[N:7]([C:21](OC2C=CC([N+]([O-])=O)=CC=2)=[O:22])[C:6](=[O:33])[N:5]([C:34]2[CH:39]=[CH:38][CH:37]=[C:36]([C:40]([F:43])([F:42])[F:41])[CH:35]=2)[C:4]=1[CH3:44])#[N:2].Cl.[NH2:46][CH2:47][C:48]([NH2:50])=[O:49].C(N(CC)C(C)C)(C)C. Given the product [NH2:50][C:48](=[O:49])[CH2:47][NH:46][C:21]([N:7]1[C@H:8]([C:9]2[CH:14]=[CH:13][C:12]([C:15]#[N:16])=[CH:11][C:10]=2[S:17]([CH3:20])(=[O:18])=[O:19])[C:3]([C:1]#[N:2])=[C:4]([CH3:44])[N:5]([C:34]2[CH:39]=[CH:38][CH:37]=[C:36]([C:40]([F:43])([F:42])[F:41])[CH:35]=2)[C:6]1=[O:33])=[O:22], predict the reactants needed to synthesize it. (3) Given the product [CH3:71][O:70][C:67]1[CH:66]=[CH:65][C:64]([CH2:63][N:52]2[C:48]3=[N:49][CH:50]=[CH:51][C:46]([O:45][C:44]4[CH:72]=[CH:73][C:41]([NH:40][C:26]([CH:21]5[CH2:22][CH2:23][CH2:24][CH2:25][N:19]([C:16]6[CH:15]=[CH:14][C:13]([F:12])=[CH:18][CH:17]=6)[C:20]5=[O:29])=[O:28])=[CH:42][C:43]=4[F:74])=[C:47]3[C:54]([NH:55][CH:56]3[CH2:61][CH2:60][N:59]([CH3:62])[CH2:58][CH2:57]3)=[N:53]2)=[CH:69][CH:68]=1, predict the reactants needed to synthesize it. The reactants are: CCN=C=NCCCN(C)C.[F:12][C:13]1[CH:18]=[CH:17][C:16]([N:19]2[CH2:25][CH2:24][CH2:23][CH2:22][CH:21]([C:26]([OH:28])=O)[C:20]2=[O:29])=[CH:15][CH:14]=1.C1C=CC2N(O)N=NC=2C=1.[NH2:40][C:41]1[CH:73]=[CH:72][C:44]([O:45][C:46]2[CH:51]=[CH:50][N:49]=[C:48]3[N:52]([CH2:63][C:64]4[CH:69]=[CH:68][C:67]([O:70][CH3:71])=[CH:66][CH:65]=4)[N:53]=[C:54]([NH:55][CH:56]4[CH2:61][CH2:60][N:59]([CH3:62])[CH2:58][CH2:57]4)[C:47]=23)=[C:43]([F:74])[CH:42]=1.C(N(CC)CC)C. (4) Given the product [F:1][C:2]1[CH:3]=[C:4]([N+:9]([O-:11])=[O:10])[CH:5]=[CH:6][C:7]=1[N:22]1[CH2:23][CH2:24][CH:19]([OH:18])[CH2:20][CH2:21]1, predict the reactants needed to synthesize it. The reactants are: [F:1][C:2]1[CH:3]=[C:4]([N+:9]([O-:11])=[O:10])[CH:5]=[CH:6][C:7]=1F.C(=O)([O-])[O-].[K+].[K+].[OH:18][CH:19]1[CH2:24][CH2:23][NH:22][CH2:21][CH2:20]1. (5) Given the product [CH2:6]([NH:5][C:3](=[O:4])[C@@H:2]([NH:1][S:36][C:31]1[C:30]([N+:27]([O-:29])=[O:28])=[CH:35][CH:34]=[CH:33][N:32]=1)[CH2:13][S:14][S:15][C:16]([CH3:19])([CH3:18])[CH3:17])[C:7]1[CH:8]=[CH:9][CH:10]=[CH:11][CH:12]=1, predict the reactants needed to synthesize it. The reactants are: [NH2:1][C@@H:2]([CH2:13][S:14][S:15][C:16]([CH3:19])([CH3:18])[CH3:17])[C:3]([NH:5][CH2:6][C:7]1[CH:12]=[CH:11][CH:10]=[CH:9][CH:8]=1)=[O:4].C(N(CC)CC)C.[N+:27]([C:30]1[C:31]([S:36]Cl)=[N:32][CH:33]=[CH:34][CH:35]=1)([O-:29])=[O:28]. (6) Given the product [CH3:22][O:15][C:14](=[O:16])[CH2:13][C:5]1[CH:6]=[CH:7][C:8]([N+:10]([O-:12])=[O:11])=[CH:9][C:4]=1[N+:1]([O-:3])=[O:2], predict the reactants needed to synthesize it. The reactants are: [N+:1]([C:4]1[CH:9]=[C:8]([N+:10]([O-:12])=[O:11])[CH:7]=[CH:6][C:5]=1[CH2:13][C:14]([OH:16])=[O:15])([O-:3])=[O:2].OS(O)(=O)=O.[CH3:22]O. (7) Given the product [Br:1][C:2]1[CH:6]=[C:5]([C:18]2[CH:19]=[CH:20][C:15]([Cl:14])=[CH:16][CH:17]=2)[S:4][C:3]=1[C:8]([O:10][CH2:11][CH3:12])=[O:9], predict the reactants needed to synthesize it. The reactants are: [Br:1][C:2]1[CH:6]=[C:5](Br)[S:4][C:3]=1[C:8]([O:10][CH2:11][CH3:12])=[O:9].O.[Cl:14][C:15]1[CH:20]=[CH:19][C:18](B(O)O)=[CH:17][CH:16]=1.C(=O)([O-])[O-].[K+].[K+].